From a dataset of Forward reaction prediction with 1.9M reactions from USPTO patents (1976-2016). Predict the product of the given reaction. (1) The product is: [CH3:2][N:3]1[C:7]([C:8]2[S:16][C:15]3[C:14]([NH2:1])=[N:13][CH:12]=[N:11][C:10]=3[CH:9]=2)=[C:6]([C:19]2[CH:24]=[CH:23][CH:22]=[CH:21][CH:20]=2)[N:5]=[CH:4]1. Given the reactants [NH3:1].[CH3:2][N:3]1[C:7]([C:8]2[S:16][C:15]3[C:14](SC)=[N:13][CH:12]=[N:11][C:10]=3[CH:9]=2)=[C:6]([C:19]2[CH:24]=[CH:23][CH:22]=[CH:21][CH:20]=2)[N:5]=[CH:4]1, predict the reaction product. (2) Given the reactants [NH2:1][C:2]1[CH:9]=[CH:8][CH:7]=[CH:6][C:3]=1[C:4]#[N:5].[I:10]N1C(=O)CCC1=O.C1C(=O)N(I)C(=O)C1.CN(C=O)C, predict the reaction product. The product is: [NH2:1][C:2]1[CH:9]=[CH:8][C:7]([I:10])=[CH:6][C:3]=1[C:4]#[N:5]. (3) Given the reactants [CH3:1][C:2]1([CH3:23])[C:11]2[C:6](=[CH:7][CH:8]=[C:9]([C:12]([F:15])([F:14])[F:13])[CH:10]=2)[NH:5][CH:4]([C:16]2[CH:17]=[C:18]([NH2:22])[CH:19]=[CH:20][CH:21]=2)[CH2:3]1.N1C=CC=CC=1.[F:30][C:31]1[CH:32]=[C:33]([S:37](Cl)(=[O:39])=[O:38])[CH:34]=[CH:35][CH:36]=1, predict the reaction product. The product is: [CH3:1][C:2]1([CH3:23])[C:11]2[C:6](=[CH:7][CH:8]=[C:9]([C:12]([F:15])([F:13])[F:14])[CH:10]=2)[NH:5][CH:4]([C:16]2[CH:17]=[C:18]([NH:22][S:37]([C:33]3[CH:34]=[CH:35][CH:36]=[C:31]([F:30])[CH:32]=3)(=[O:39])=[O:38])[CH:19]=[CH:20][CH:21]=2)[CH2:3]1. (4) Given the reactants F[C:2]1[N:7]=[C:6]([N:8]2[CH2:13][CH2:12][N:11]([C:14]([O:16][C:17]([CH3:20])([CH3:19])[CH3:18])=[O:15])[CH2:10][CH2:9]2)[CH:5]=[CH:4][C:3]=1[C:21]([O:23][CH3:24])=[O:22].C[C:26](C)([O-:28])C.[K+], predict the reaction product. The product is: [CH3:26][O:28][C:2]1[N:7]=[C:6]([N:8]2[CH2:13][CH2:12][N:11]([C:14]([O:16][C:17]([CH3:20])([CH3:19])[CH3:18])=[O:15])[CH2:10][CH2:9]2)[CH:5]=[CH:4][C:3]=1[C:21]([O:23][CH3:24])=[O:22].